Dataset: Reaction yield outcomes from USPTO patents with 853,638 reactions. Task: Predict the reaction yield, written as a fraction of the theoretical maximum amount of product (1.0 means a 100% yield; for example, 0.34 means a 34% yield). (1) The catalyst is C(Cl)Cl.[Zn]. The reactants are C(O)(=O)C.[CH2:5]([O:12][C:13]1[CH:14]=[C:15]([CH:26]=[C:27]([N+:29]([O-])=O)[CH:28]=1)[C:16]([O:18][CH2:19][C:20]1[CH:25]=[CH:24][CH:23]=[CH:22][CH:21]=1)=[O:17])[C:6]1[CH:11]=[CH:10][CH:9]=[CH:8][CH:7]=1. The product is [CH2:5]([O:12][C:13]1[CH:14]=[C:15]([CH:26]=[C:27]([NH2:29])[CH:28]=1)[C:16]([O:18][CH2:19][C:20]1[CH:21]=[CH:22][CH:23]=[CH:24][CH:25]=1)=[O:17])[C:6]1[CH:7]=[CH:8][CH:9]=[CH:10][CH:11]=1. The yield is 0.480. (2) The reactants are [CH:1]1([CH2:6][CH:7]([C:11]2[CH:16]=[CH:15][C:14]([Cl:17])=[C:13]([Cl:18])[CH:12]=2)[C:8]([OH:10])=O)[CH2:5][CH2:4][CH2:3][CH2:2]1.F[P-](F)(F)(F)(F)F.N1(O[P+](N(C)C)(N(C)C)N(C)C)C2C=CC=CC=2N=N1.[NH2:46][C:47]1[NH:48][C:49]2[CH:55]=[CH:54][CH:53]=[CH:52][C:50]=2[N:51]=1.C(N(CC)CC)C. The catalyst is C(Cl)Cl.O. The product is [NH:48]1[C:49]2[CH:55]=[CH:54][CH:53]=[CH:52][C:50]=2[N:51]=[C:47]1[NH:46][C:8](=[O:10])[CH:7]([C:11]1[CH:16]=[CH:15][C:14]([Cl:17])=[C:13]([Cl:18])[CH:12]=1)[CH2:6][CH:1]1[CH2:2][CH2:3][CH2:4][CH2:5]1. The yield is 0.950. (3) The reactants are Cl[C:2]1[N:3]([CH2:24][CH:25]2[CH2:29][CH2:28][O:27][CH2:26]2)[C:4]2[C:9]([N:10]=1)=[C:8]([N:11]1[CH2:16][CH2:15][O:14][CH2:13][CH2:12]1)[N:7]=[C:6]([C:17]1[CH:18]=[N:19][C:20]([NH2:23])=[N:21][CH:22]=1)[N:5]=2.[S:30]([N:34]1[CH2:39][CH2:38][NH:37][CH2:36][CH2:35]1)([CH3:33])(=[O:32])=[O:31]. The catalyst is CS(C)=O. The product is [CH3:33][S:30]([N:34]1[CH2:39][CH2:38][N:37]([C:2]2[N:3]([CH2:24][CH:25]3[CH2:29][CH2:28][O:27][CH2:26]3)[C:4]3[C:9]([N:10]=2)=[C:8]([N:11]2[CH2:12][CH2:13][O:14][CH2:15][CH2:16]2)[N:7]=[C:6]([C:17]2[CH:22]=[N:21][C:20]([NH2:23])=[N:19][CH:18]=2)[N:5]=3)[CH2:36][CH2:35]1)(=[O:32])=[O:31]. The yield is 0.450. (4) The catalyst is O1CCOCC1.C([O-])(=O)C.[Pd+2].C([O-])(=O)C. The yield is 0.0900. The product is [CH3:51][O:50][C:44]1[N:45]=[C:46]([O:48][CH3:49])[N:47]=[C:42]([NH:40][C:30]2[CH:31]=[CH:32][C:33]([N:34]3[CH:38]=[C:37]([CH3:39])[N:36]=[CH:35]3)=[C:28]([O:27][CH3:26])[CH:29]=2)[N:43]=1. The reactants are C1(C2C=CC=CC=2)C=CC=CC=1P(C1CCCCC1)C1CCCCC1.[CH3:26][O:27][C:28]1[CH:29]=[C:30]([NH2:40])[CH:31]=[CH:32][C:33]=1[N:34]1[CH:38]=[C:37]([CH3:39])[N:36]=[CH:35]1.Cl[C:42]1[N:47]=[C:46]([O:48][CH3:49])[N:45]=[C:44]([O:50][CH3:51])[N:43]=1.C(=O)([O-])[O-].[K+].[K+].[Cl-].[Na+]. (5) The reactants are [C:1]([O:5][C:6](=[O:25])[NH:7][C@H:8]([C:10](=O)[NH:11][C:12]1[CH:17]=[CH:16][C:15]([F:18])=[C:14]([Br:19])[C:13]=1[NH:20][CH:21]1[CH2:23][CH2:22]1)[CH3:9])([CH3:4])([CH3:3])[CH3:2]. The catalyst is CC(O)=O. The product is [C:1]([O:5][C:6](=[O:25])[NH:7][C@H:8]([C:10]1[N:20]([CH:21]2[CH2:23][CH2:22]2)[C:13]2[C:14]([Br:19])=[C:15]([F:18])[CH:16]=[CH:17][C:12]=2[N:11]=1)[CH3:9])([CH3:4])([CH3:3])[CH3:2]. The yield is 0.770. (6) The yield is 0.960. The product is [C:1]([O:5][C:6](=[O:19])[CH2:7][C@@H:8]([CH2:17][O:18][S:20]([C:23]1[CH:29]=[CH:28][C:26]([CH3:27])=[CH:25][CH:24]=1)(=[O:22])=[O:21])[CH2:9][C@H:10]([CH3:16])[CH2:11][CH2:12][CH2:13][CH2:14][CH3:15])([CH3:3])([CH3:2])[CH3:4]. The reactants are [C:1]([O:5][C:6](=[O:19])[CH2:7][C@@H:8]([CH2:17][OH:18])[CH2:9][C@H:10]([CH3:16])[CH2:11][CH2:12][CH2:13][CH2:14][CH3:15])([CH3:4])([CH3:3])[CH3:2].[S:20](Cl)([C:23]1[CH:29]=[CH:28][C:26]([CH3:27])=[CH:25][CH:24]=1)(=[O:22])=[O:21].C(N(CC)CC)C. The catalyst is C(Cl)Cl.CN(C1C=CN=CC=1)C. (7) The yield is 0.430. The catalyst is CO.C(Cl)Cl.[OH-].[OH-].[Pd+2]. The reactants are C([N:8]1[CH2:13][CH2:12][CH:11]([NH:14][C:15]2[N:24]=[C:23]([N:25]([CH3:27])[CH3:26])[C:22]3[C:17](=[CH:18][CH:19]=[CH:20][CH:21]=3)[N:16]=2)[CH2:10][CH2:9]1)C1C=CC=CC=1.C(N(C(C)C)CC)(C)C.[Br:37][C:38]1[CH:43]=[CH:42][C:41]([S:44](Cl)(=[O:46])=[O:45])=[C:40]([O:48][C:49]([F:52])([F:51])[F:50])[CH:39]=1. The product is [Br:37][C:38]1[CH:43]=[CH:42][C:41]([S:44]([N:8]2[CH2:9][CH2:10][CH:11]([NH:14][C:15]3[N:24]=[C:23]([N:25]([CH3:26])[CH3:27])[C:22]4[C:17](=[CH:18][CH:19]=[CH:20][CH:21]=4)[N:16]=3)[CH2:12][CH2:13]2)(=[O:46])=[O:45])=[C:40]([O:48][C:49]([F:51])([F:50])[F:52])[CH:39]=1. (8) The reactants are [Cl:1][C:2]1[CH:7]=[CH:6][CH:5]=[C:4]([Cl:8])[C:3]=1[C:9]1[CH:14]=[C:13]([F:15])[CH:12]=[CH:11][C:10]=1[O:16]C.B(Br)(Br)Br. The catalyst is C(Cl)Cl. The product is [Cl:1][C:2]1[CH:7]=[CH:6][CH:5]=[C:4]([Cl:8])[C:3]=1[C:9]1[C:10]([OH:16])=[CH:11][CH:12]=[C:13]([F:15])[CH:14]=1. The yield is 0.980.